Dataset: Merck oncology drug combination screen with 23,052 pairs across 39 cell lines. Task: Regression. Given two drug SMILES strings and cell line genomic features, predict the synergy score measuring deviation from expected non-interaction effect. (1) Synergy scores: synergy=31.2. Cell line: SKOV3. Drug 1: O=S1(=O)NC2(CN1CC(F)(F)F)C1CCC2Cc2cc(C=CCN3CCC(C(F)(F)F)CC3)ccc2C1. Drug 2: CS(=O)(=O)CCNCc1ccc(-c2ccc3ncnc(Nc4ccc(OCc5cccc(F)c5)c(Cl)c4)c3c2)o1. (2) Drug 1: CC1CC2C3CCC4=CC(=O)C=CC4(C)C3(F)C(O)CC2(C)C1(O)C(=O)CO. Drug 2: COC1CC2CCC(C)C(O)(O2)C(=O)C(=O)N2CCCCC2C(=O)OC(C(C)CC2CCC(OP(C)(C)=O)C(OC)C2)CC(=O)C(C)C=C(C)C(O)C(OC)C(=O)C(C)CC(C)C=CC=CC=C1C. Cell line: COLO320DM. Synergy scores: synergy=7.83. (3) Drug 1: CC1(c2nc3c(C(N)=O)cccc3[nH]2)CCCN1. Drug 2: CCc1c2c(nc3ccc(O)cc13)-c1cc3c(c(=O)n1C2)COC(=O)C3(O)CC. Cell line: A2780. Synergy scores: synergy=27.4. (4) Drug 1: CS(=O)(=O)CCNCc1ccc(-c2ccc3ncnc(Nc4ccc(OCc5cccc(F)c5)c(Cl)c4)c3c2)o1. Drug 2: C#Cc1cccc(Nc2ncnc3cc(OCCOC)c(OCCOC)cc23)c1. Cell line: A375. Synergy scores: synergy=-3.20.